This data is from Catalyst prediction with 721,799 reactions and 888 catalyst types from USPTO. The task is: Predict which catalyst facilitates the given reaction. Reactant: Cl.[CH:2]1([C:6]([NH:8][CH:9]([CH2:15][SH:16])[C:10]([O:12][CH2:13][CH3:14])=[O:11])=O)[CH2:5][CH2:4][CH2:3]1. Product: [CH:2]1([C:6]2[S:16][CH:15]=[C:9]([C:10]([O:12][CH2:13][CH3:14])=[O:11])[N:8]=2)[CH2:5][CH2:4][CH2:3]1. The catalyst class is: 8.